From a dataset of Merck oncology drug combination screen with 23,052 pairs across 39 cell lines. Regression. Given two drug SMILES strings and cell line genomic features, predict the synergy score measuring deviation from expected non-interaction effect. (1) Cell line: NCIH1650. Drug 1: COc1cccc2c1C(=O)c1c(O)c3c(c(O)c1C2=O)CC(O)(C(=O)CO)CC3OC1CC(N)C(O)C(C)O1. Drug 2: Cn1c(=O)n(-c2ccc(C(C)(C)C#N)cc2)c2c3cc(-c4cnc5ccccc5c4)ccc3ncc21. Synergy scores: synergy=16.6. (2) Drug 1: COc1cccc2c1C(=O)c1c(O)c3c(c(O)c1C2=O)CC(O)(C(=O)CO)CC3OC1CC(N)C(O)C(C)O1. Drug 2: Cn1c(=O)n(-c2ccc(C(C)(C)C#N)cc2)c2c3cc(-c4cnc5ccccc5c4)ccc3ncc21. Cell line: SKOV3. Synergy scores: synergy=2.36. (3) Drug 1: CN(C)C(=N)N=C(N)N. Drug 2: O=C(O)C1(Cc2cccc(Nc3nccs3)n2)CCC(Oc2cccc(Cl)c2F)CC1. Cell line: A375. Synergy scores: synergy=8.55. (4) Drug 1: CCC1=CC2CN(C1)Cc1c([nH]c3ccccc13)C(C(=O)OC)(c1cc3c(cc1OC)N(C)C1C(O)(C(=O)OC)C(OC(C)=O)C4(CC)C=CCN5CCC31C54)C2. Drug 2: O=C(NOCC(O)CO)c1ccc(F)c(F)c1Nc1ccc(I)cc1F. Cell line: UACC62. Synergy scores: synergy=5.20. (5) Drug 1: CN1C(=O)C=CC2(C)C3CCC4(C)C(NC(=O)OCC(F)(F)F)CCC4C3CCC12. Drug 2: CN(C)C(=N)N=C(N)N. Cell line: UWB1289. Synergy scores: synergy=-4.22. (6) Drug 1: O=C(CCCCCCC(=O)Nc1ccccc1)NO. Drug 2: CCc1c2c(nc3ccc(O)cc13)-c1cc3c(c(=O)n1C2)COC(=O)C3(O)CC. Cell line: NCIH2122. Synergy scores: synergy=15.5. (7) Drug 1: N#Cc1ccc(Cn2cncc2CN2CCN(c3cccc(Cl)c3)C(=O)C2)cc1. Drug 2: C=CCn1c(=O)c2cnc(Nc3ccc(N4CCN(C)CC4)cc3)nc2n1-c1cccc(C(C)(C)O)n1. Cell line: OCUBM. Synergy scores: synergy=16.3.